This data is from Full USPTO retrosynthesis dataset with 1.9M reactions from patents (1976-2016). The task is: Predict the reactants needed to synthesize the given product. (1) Given the product [Cl:1][C:2]1[CH:7]=[CH:6][C:5]([C:8]2([OH:15])[CH2:13][CH2:12][N:11]([CH2:24][CH2:25][CH:26]=[C:27]3[C:33]4[CH:34]=[CH:35][CH:36]=[N:37][C:32]=4[CH2:31][O:30][C:29]4[CH:38]=[CH:39][C:40]([OH:42])=[CH:41][C:28]3=4)[CH2:10][CH:9]2[CH3:14])=[CH:4][CH:3]=1, predict the reactants needed to synthesize it. The reactants are: [Cl:1][C:2]1[CH:7]=[CH:6][C:5]([C:8]2([OH:15])[CH2:13][CH2:12][NH:11][CH2:10][CH:9]2[CH3:14])=[CH:4][CH:3]=1.C(N(CC)CC)C.Br[CH2:24][CH2:25][CH:26]=[C:27]1[C:33]2[CH:34]=[CH:35][CH:36]=[N:37][C:32]=2[CH2:31][O:30][C:29]2[CH:38]=[CH:39][C:40]([OH:42])=[CH:41][C:28]1=2. (2) Given the product [Br:14][CH2:15][CH2:16][O:10][C:5]1[CH:6]=[CH:7][CH:8]=[CH:9][C:4]=1[N+:1]([O-:3])=[O:2], predict the reactants needed to synthesize it. The reactants are: [N+:1]([C:4]1[CH:9]=[CH:8][CH:7]=[CH:6][C:5]=1[OH:10])([O-:3])=[O:2].[OH-].[Na+].O.[Br:14][CH2:15][CH2:16]Br. (3) Given the product [F:35][C:22]([F:21])([F:34])[O:23][C:24]1[CH:25]=[C:26]([S:30]([N:10]2[CH2:11][CH2:12][C:7]3([C:2](=[O:13])[NH:3][CH2:4][CH2:5][CH2:6]3)[CH2:8][CH2:9]2)(=[O:32])=[O:31])[CH:27]=[CH:28][CH:29]=1, predict the reactants needed to synthesize it. The reactants are: Cl.[C:2]1(=[O:13])[C:7]2([CH2:12][CH2:11][NH:10][CH2:9][CH2:8]2)[CH2:6][CH2:5][CH2:4][NH:3]1.C(N(CC)CC)C.[F:21][C:22]([F:35])([F:34])[O:23][C:24]1[CH:25]=[C:26]([S:30](Cl)(=[O:32])=[O:31])[CH:27]=[CH:28][CH:29]=1. (4) Given the product [F:2][C:3]1[CH:8]=[C:7]([CH:9]2[CH2:14][CH2:13][N:12]([C:42]([NH2:41])=[O:43])[CH2:11][CH2:10]2)[CH:6]=[CH:5][C:4]=1[CH2:15][N:16]([CH2:27][C:28]([F:31])([F:29])[F:30])[S:17]([CH2:20][C:21]1[CH:26]=[CH:25][CH:24]=[CH:23][CH:22]=1)(=[O:19])=[O:18], predict the reactants needed to synthesize it. The reactants are: Cl.[F:2][C:3]1[CH:8]=[C:7]([CH:9]2[CH2:14][CH2:13][NH:12][CH2:11][CH2:10]2)[CH:6]=[CH:5][C:4]=1[CH2:15][N:16]([CH2:27][C:28]([F:31])([F:30])[F:29])[S:17]([CH2:20][C:21]1[CH:26]=[CH:25][CH:24]=[CH:23][CH:22]=1)(=[O:19])=[O:18].C(N(CC)C(C)C)(C)C.[N:41]([Si](C)(C)C)=[C:42]=[O:43].C([O-])(O)=O.[Na+]. (5) The reactants are: [OH:1][CH2:2][CH:3]1[C:31]2[C:26](=[CH:27][CH:28]=[CH:29][CH:30]=2)[O:25][C:5]2([CH2:10][CH2:9][N:8]([C:11]([C:13]3[CH:18]=[CH:17][C:16]([O:19][CH:20]([CH3:22])[CH3:21])=[C:15]([O:23][CH3:24])[CH:14]=3)=[O:12])[CH2:7][CH2:6]2)[CH2:4]1.[F:32][C:33]([F:41])(S(F)(=O)=O)C(O)=O. Given the product [F:32][CH:33]([F:41])[O:1][CH2:2][CH:3]1[C:31]2[C:26](=[CH:27][CH:28]=[CH:29][CH:30]=2)[O:25][C:5]2([CH2:10][CH2:9][N:8]([C:11]([C:13]3[CH:18]=[CH:17][C:16]([O:19][CH:20]([CH3:21])[CH3:22])=[C:15]([O:23][CH3:24])[CH:14]=3)=[O:12])[CH2:7][CH2:6]2)[CH2:4]1, predict the reactants needed to synthesize it. (6) Given the product [CH3:24][N:25]1[CH2:30][CH2:29][N:28]([S:31]([C:34]2[CH:35]=[C:36]([NH:40][C:21]([C:20]3[CH:19]=[N:18][N:12]4[C:13]([CH:15]([F:16])[F:17])=[CH:14][C:9]([C:4]5[CH:5]=[CH:6][C:7]([Cl:8])=[C:2]([Cl:1])[CH:3]=5)=[N:10][C:11]=34)=[O:22])[CH:37]=[CH:38][CH:39]=2)(=[O:33])=[O:32])[CH2:27][CH2:26]1, predict the reactants needed to synthesize it. The reactants are: [Cl:1][C:2]1[CH:3]=[C:4]([C:9]2[CH:14]=[C:13]([CH:15]([F:17])[F:16])[N:12]3[N:18]=[CH:19][C:20]([C:21](O)=[O:22])=[C:11]3[N:10]=2)[CH:5]=[CH:6][C:7]=1[Cl:8].[CH3:24][N:25]1[CH2:30][CH2:29][N:28]([S:31]([C:34]2[CH:35]=[C:36]([NH2:40])[CH:37]=[CH:38][CH:39]=2)(=[O:33])=[O:32])[CH2:27][CH2:26]1. (7) Given the product [Cl:14][C:15]1[CH:20]=[C:19]([O:11][C:1]2[C:10]3[C:5](=[CH:6][CH:7]=[CH:8][CH:9]=3)[CH:4]=[CH:3][CH:2]=2)[CH:18]=[CH:17][N:16]=1, predict the reactants needed to synthesize it. The reactants are: [C:1]1([OH:11])[C:10]2[C:5](=[CH:6][CH:7]=[CH:8][CH:9]=2)[CH:4]=[CH:3][CH:2]=1.[H-].[Na+].[Cl:14][C:15]1[CH:20]=[C:19]([N+]([O-])=O)[CH:18]=[CH:17][N:16]=1.